From a dataset of Forward reaction prediction with 1.9M reactions from USPTO patents (1976-2016). Predict the product of the given reaction. (1) The product is: [CH3:1][S:2]([N:6]([C:7]1[CH:8]=[CH:9][C:10]([C:13]([N:15]2[CH2:19][C@@H:18]3[CH2:20][N:21]([C:23]([O:25][CH2:26][C:27]4[CH:28]=[C:29]([Cl:34])[CH:30]=[C:31]([Cl:33])[CH:32]=4)=[O:24])[CH2:22][C@@H:17]3[CH2:16]2)=[O:14])=[N:11][CH:12]=1)[S:2]([CH3:1])(=[O:4])=[O:3])(=[O:4])=[O:3]. Given the reactants [CH3:1][S:2](Cl)(=[O:4])=[O:3].[NH2:6][C:7]1[CH:8]=[CH:9][C:10]([C:13]([N:15]2[CH2:19][C@@H:18]3[CH2:20][N:21]([C:23]([O:25][CH2:26][C:27]4[CH:32]=[C:31]([Cl:33])[CH:30]=[C:29]([Cl:34])[CH:28]=4)=[O:24])[CH2:22][C@@H:17]3[CH2:16]2)=[O:14])=[N:11][CH:12]=1.C(N(CC)CC)C, predict the reaction product. (2) Given the reactants [I:1][C:2]1[C:10]2[C:5](=[CH:6][C:7]([C@H:11]3[C@@:13]4([C:21]5[C:16](=[CH:17][CH:18]=[CH:19][CH:20]=5)[NH:15][C:14]4=[O:22])[CH2:12]3)=[CH:8][CH:9]=2)[NH:4][N:3]=1.N1C2C(=CC=C([C@H]3[C@@]4(C5C(=CC=CC=5)N(C)C4=O)C3)C=2)[CH:25]=N1, predict the reaction product. The product is: [I:1][C:2]1[C:10]2[C:5](=[CH:6][C:7]([C@H:11]3[C@@:13]4([C:21]5[C:16](=[CH:17][CH:18]=[CH:19][CH:20]=5)[N:15]([CH3:25])[C:14]4=[O:22])[CH2:12]3)=[CH:8][CH:9]=2)[NH:4][N:3]=1. (3) The product is: [Br:1][C:2]1[CH:3]=[C:4]([C:8]2[C:17]([CH:18]([OH:19])[C:20]#[CH:21])=[C:11]3[CH:12]=[CH:13][CH:14]=[C:15]([Cl:16])[N:10]3[N:9]=2)[CH:5]=[CH:6][CH:7]=1. Given the reactants [Br:1][C:2]1[CH:3]=[C:4]([C:8]2[C:17]([CH:18]=[O:19])=[C:11]3[CH:12]=[CH:13][CH:14]=[C:15]([Cl:16])[N:10]3[N:9]=2)[CH:5]=[CH:6][CH:7]=1.[C:20]([Mg]Br)#[CH:21], predict the reaction product. (4) The product is: [F:16][C:13]1[CH:14]=[CH:15][C:8]2[S:1][C:2]([C:3]([O:5][CH3:6])=[O:4])=[CH:10][C:9]=2[CH:12]=1. Given the reactants [SH:1][CH2:2][C:3]([O:5][CH3:6])=[O:4].F[C:8]1[CH:15]=[CH:14][C:13]([F:16])=[CH:12][C:9]=1[CH:10]=O.C(OCC)(=O)C, predict the reaction product. (5) Given the reactants FC(F)(F)C(O)=O.FC(F)(F)S(O)(=O)=O.[Cl:16][C:17]1[CH:22]=[CH:21][C:20]([S:23]([NH:26][C@@H:27]2[CH2:33][C:32]([F:35])([F:34])[CH2:31][CH2:30][N:29](CC3C=CC(OC)=CC=3OC)[C:28]2=[O:47])(=[O:25])=[O:24])=[CH:19][CH:18]=1, predict the reaction product. The product is: [Cl:16][C:17]1[CH:22]=[CH:21][C:20]([S:23]([NH:26][C@@H:27]2[CH2:33][C:32]([F:34])([F:35])[CH2:31][CH2:30][NH:29][C:28]2=[O:47])(=[O:24])=[O:25])=[CH:19][CH:18]=1. (6) Given the reactants Cl[C:2]1[S:3][C:4]([C:8]([O:10][CH2:11]C)=[O:9])=[C:5]([CH3:7])[N:6]=1.[NH:13]1[C:21]2[C:16](=[C:17]([CH2:22][CH2:23][CH2:24][NH2:25])[CH:18]=[CH:19][CH:20]=2)[CH:15]=[N:14]1.C([O-])(=O)C.[K+].C(O)C, predict the reaction product. The product is: [CH3:11][O:10][C:8]([C:4]1[S:3][C:2]([NH:25][CH2:24][CH2:23][CH2:22][C:17]2[CH:18]=[CH:19][CH:20]=[C:21]3[C:16]=2[CH:15]=[N:14][NH:13]3)=[N:6][C:5]=1[CH3:7])=[O:9]. (7) The product is: [Cl:1][C:2]1[CH:3]=[C:4]([CH:21]=[C:22]([N:24]([CH2:25][CH:26]2[CH2:30][CH2:29][CH2:28][CH2:27]2)[CH3:31])[CH:23]=1)[CH2:5][O:6][C:7]1[CH:12]=[CH:11][CH:10]=[CH:9][C:8]=1[CH2:13][C:14]([O:16][C:17]([CH3:20])([CH3:19])[CH3:18])=[O:15]. Given the reactants [Cl:1][C:2]1[CH:3]=[C:4]([CH:21]=[C:22]([NH:24][CH2:25][CH:26]2[CH2:30][CH2:29][CH2:28][CH2:27]2)[CH:23]=1)[CH2:5][O:6][C:7]1[CH:12]=[CH:11][CH:10]=[CH:9][C:8]=1[CH2:13][C:14]([O:16][C:17]([CH3:20])([CH3:19])[CH3:18])=[O:15].[CH2:31]=O, predict the reaction product. (8) Given the reactants [H-].[Na+].[O:3]=[C:4]([CH2:11][CH2:12][CH3:13])[CH2:5][C:6]([O:8][CH2:9][CH3:10])=[O:7].Br[CH2:15][C:16]1[CH:21]=[CH:20][C:19]([C:22]2[C:23]([C:28]#[N:29])=[CH:24][CH:25]=[CH:26][CH:27]=2)=[CH:18][C:17]=1[F:30].[Cl-].[NH4+], predict the reaction product. The product is: [C:28]([C:23]1[CH:24]=[CH:25][CH:26]=[CH:27][C:22]=1[C:19]1[CH:20]=[CH:21][C:16]([CH2:15][CH:5]([C:4](=[O:3])[CH2:11][CH2:12][CH3:13])[C:6]([O:8][CH2:9][CH3:10])=[O:7])=[C:17]([F:30])[CH:18]=1)#[N:29].